Dataset: Full USPTO retrosynthesis dataset with 1.9M reactions from patents (1976-2016). Task: Predict the reactants needed to synthesize the given product. Given the product [Cl:14][C:3]1[CH:4]=[C:5]([CH:12]=[CH:13][C:2]=1[B:15]1[O:19][C:18]([CH3:21])([CH3:20])[C:17]([CH3:23])([CH3:22])[O:16]1)[CH2:6][NH:7][S:8]([CH3:11])(=[O:10])=[O:9], predict the reactants needed to synthesize it. The reactants are: Br[C:2]1[CH:13]=[CH:12][C:5]([CH2:6][NH:7][S:8]([CH3:11])(=[O:10])=[O:9])=[CH:4][C:3]=1[Cl:14].[B:15]1([B:15]2[O:19][C:18]([CH3:21])([CH3:20])[C:17]([CH3:23])([CH3:22])[O:16]2)[O:19][C:18]([CH3:21])([CH3:20])[C:17]([CH3:23])([CH3:22])[O:16]1.C([O-])(=O)C.[K+].